This data is from Full USPTO retrosynthesis dataset with 1.9M reactions from patents (1976-2016). The task is: Predict the reactants needed to synthesize the given product. (1) Given the product [Cl:1][C:2]1[CH:3]=[CH:4][C:5]([O:23][CH2:30][C:29]2[CH:28]=[CH:27][C:26]([C:25]([F:24])([F:34])[F:35])=[CH:33][CH:32]=2)=[C:6]([C:8]2([OH:22])[C:16]3[C:11](=[CH:12][C:13]([C:17]([F:20])([F:19])[F:18])=[CH:14][CH:15]=3)[NH:10][C:9]2=[O:21])[CH:7]=1, predict the reactants needed to synthesize it. The reactants are: [Cl:1][C:2]1[CH:3]=[CH:4][C:5]([OH:23])=[C:6]([C:8]2([OH:22])[C:16]3[C:11](=[CH:12][C:13]([C:17]([F:20])([F:19])[F:18])=[CH:14][CH:15]=3)[NH:10][C:9]2=[O:21])[CH:7]=1.[F:24][C:25]([F:35])([F:34])[C:26]1[CH:33]=[CH:32][C:29]([CH2:30]Br)=[CH:28][CH:27]=1.C([O-])([O-])=O.[K+].[K+]. (2) Given the product [C-:1]1([CH2:6][NH:7][C:50](=[O:51])[CH2:49][CH2:48][CH2:47][CH2:46][CH2:45][CH2:44][CH2:43][CH2:42][CH2:41][CH2:40][SH:39])[CH:5]=[CH:4][CH:3]=[CH:2]1.[CH-:8]1[CH:12]=[CH:11][CH:10]=[CH:9]1.[Fe+2:13], predict the reactants needed to synthesize it. The reactants are: [C-:1]1([CH2:6][NH2:7])[CH:5]=[CH:4][CH:3]=[CH:2]1.[CH-:8]1[CH:12]=[CH:11][CH:10]=[CH:9]1.[Fe+2:13].C1(N=C=NC2CCCCC2)CCCCC1.ON1C2C=CC=CC=2N=N1.[SH:39][CH2:40][CH2:41][CH2:42][CH2:43][CH2:44][CH2:45][CH2:46][CH2:47][CH2:48][CH2:49][C:50](O)=[O:51]. (3) Given the product [CH3:20][O:21][C:22]1[CH:23]=[C:24]([NH:25][C:2]2[CH:3]=[CH:4][C:5]3[CH2:6][N:7]([CH3:19])[CH2:8][C@@H:9]([C:13]4[CH:18]=[CH:17][CH:16]=[CH:15][CH:14]=4)[O:10][C:11]=3[N:12]=2)[CH:26]=[CH:27][C:28]=1[N:29]1[CH:33]=[C:32]([CH3:34])[N:31]=[CH:30]1, predict the reactants needed to synthesize it. The reactants are: Cl[C:2]1[CH:3]=[CH:4][C:5]2[CH2:6][N:7]([CH3:19])[CH2:8][C@@H:9]([C:13]3[CH:18]=[CH:17][CH:16]=[CH:15][CH:14]=3)[O:10][C:11]=2[N:12]=1.[CH3:20][O:21][C:22]1[CH:23]=[C:24]([CH:26]=[CH:27][C:28]=1[N:29]1[CH:33]=[C:32]([CH3:34])[N:31]=[CH:30]1)[NH2:25]. (4) Given the product [C:31]([N:34]1[CH2:43][CH2:42][C:41]2[C:36](=[CH:37][CH:38]=[C:39]([S:44]([N:8]([CH2:7][C:6]3[CH:5]=[CH:4][C:3]([O:2][CH3:1])=[CH:15][CH:14]=3)[C:9]3[S:10][CH:11]=[N:12][N:13]=3)(=[O:46])=[O:45])[CH:40]=2)[CH:35]1[C:48]1[CH:53]=[CH:52][C:51]([C:54]2[CH:59]=[CH:58][CH:57]=[C:56]([F:60])[CH:55]=2)=[CH:50][C:49]=1[O:61][CH3:62])(=[O:33])[CH3:32], predict the reactants needed to synthesize it. The reactants are: [CH3:1][O:2][C:3]1[CH:15]=[CH:14][C:6]([CH2:7][NH:8][C:9]2[S:10][CH:11]=[N:12][N:13]=2)=[CH:5][CH:4]=1.C1COCC1.[Li+].C[Si]([N-][Si](C)(C)C)(C)C.[C:31]([N:34]1[CH2:43][CH2:42][C:41]2[C:36](=[CH:37][CH:38]=[C:39]([S:44](Cl)(=[O:46])=[O:45])[CH:40]=2)[CH:35]1[C:48]1[CH:53]=[CH:52][C:51]([C:54]2[CH:59]=[CH:58][CH:57]=[C:56]([F:60])[CH:55]=2)=[CH:50][C:49]=1[O:61][CH3:62])(=[O:33])[CH3:32]. (5) Given the product [C:1]([C:9]1[CH:10]=[CH:11][C:12]([C:13]([N:24]2[CH2:23][CH2:22][C:21]3[C:26](=[C:27]([N:30]4[CH2:35][CH2:34][N:33]([CH3:36])[CH2:32][CH2:31]4)[CH:28]=[CH:29][C:20]=3[O:19][CH3:18])[CH2:25]2)=[O:15])=[CH:16][CH:17]=1)(=[O:8])[C:2]1[CH:3]=[CH:4][CH:5]=[CH:6][CH:7]=1, predict the reactants needed to synthesize it. The reactants are: [C:1]([C:9]1[CH:17]=[CH:16][C:12]([C:13]([OH:15])=O)=[CH:11][CH:10]=1)(=[O:8])[C:2]1[CH:7]=[CH:6][CH:5]=[CH:4][CH:3]=1.[CH3:18][O:19][C:20]1[CH:29]=[CH:28][C:27]([N:30]2[CH2:35][CH2:34][N:33]([CH3:36])[CH2:32][CH2:31]2)=[C:26]2[C:21]=1[CH2:22][CH2:23][NH:24][CH2:25]2.C(N(CC)CC)C.CN(C(ON1N=NC2C=CC=NC1=2)=[N+](C)C)C.F[P-](F)(F)(F)(F)F.C(=O)([O-])[O-].[K+].[K+]. (6) The reactants are: [C:1]([O:5][C:6](=[O:21])[C:7]([S:10][C:11]1[CH:12]=[C:13]2[C:17](=[CH:18][CH:19]=1)[CH2:16][CH:15]([NH2:20])[CH2:14]2)([CH3:9])[CH3:8])([CH3:4])([CH3:3])[CH3:2].[C:22](Cl)(=[O:24])[CH3:23]. Given the product [C:1]([O:5][C:6](=[O:21])[C:7]([S:10][C:11]1[CH:12]=[C:13]2[C:17](=[CH:18][CH:19]=1)[CH2:16][CH:15]([NH:20][C:22](=[O:24])[CH3:23])[CH2:14]2)([CH3:9])[CH3:8])([CH3:2])([CH3:3])[CH3:4], predict the reactants needed to synthesize it. (7) The reactants are: CS(O[CH2:6][C:7]1[N:8]([S:24]([C:27]2[CH:32]=[CH:31][CH:30]=[CH:29][CH:28]=2)(=[O:26])=[O:25])[C:9]2[C:14]([C:15]=1[CH2:16][CH2:17][S:18]([CH2:21][CH3:22])(=[O:20])=[O:19])=[CH:13][CH:12]=[C:11]([Cl:23])[CH:10]=2)(=O)=O.C(=O)([O-])[O-].[Cs+].[Cs+].[NH:39]1[C:43]2=[N:44][CH:45]=[CH:46][CH:47]=[C:42]2[C:41]2([CH2:49][CH2:48]2)[C:40]1=[O:50]. Given the product [Cl:23][C:11]1[CH:10]=[C:9]2[C:14]([C:15]([CH2:16][CH2:17][S:18]([CH2:21][CH3:22])(=[O:20])=[O:19])=[C:7]([CH2:6][N:39]3[C:43]4=[N:44][CH:45]=[CH:46][CH:47]=[C:42]4[C:41]4([CH2:48][CH2:49]4)[C:40]3=[O:50])[N:8]2[S:24]([C:27]2[CH:32]=[CH:31][CH:30]=[CH:29][CH:28]=2)(=[O:25])=[O:26])=[CH:13][CH:12]=1, predict the reactants needed to synthesize it. (8) Given the product [OH:1][C:2]1[CH:10]=[CH:9][CH:8]=[CH:7][C:3]=1[C:4]([Cl:13])=[O:5], predict the reactants needed to synthesize it. The reactants are: [OH:1][C:2]1[CH:10]=[CH:9][CH:8]=[CH:7][C:3]=1[C:4](O)=[O:5].S(Cl)([Cl:13])=O.CN(C=O)C. (9) Given the product [F:44][C:22]1[CH:23]=[C:24]([NH:27][C:28]([C:30]2[C:31](=[O:43])[N:32]([C:36]3[CH:37]=[CH:38][C:39]([F:42])=[CH:40][CH:41]=3)[N:33]=[CH:34][CH:35]=2)=[O:29])[CH:25]=[CH:26][C:21]=1[O:20][C:17]1[CH:16]=[CH:15][N:14]=[C:13]2[CH:12]=[C:11]([C:8]3[CH2:9][CH2:10][C:5](=[O:4])[CH2:6][CH:7]=3)[S:19][C:18]=12, predict the reactants needed to synthesize it. The reactants are: O1[C:5]2([CH2:10][CH2:9][C:8]([C:11]3[S:19][C:18]4[C:13](=[N:14][CH:15]=[CH:16][C:17]=4[O:20][C:21]4[CH:26]=[CH:25][C:24]([NH:27][C:28]([C:30]5[C:31](=[O:43])[N:32]([C:36]6[CH:41]=[CH:40][C:39]([F:42])=[CH:38][CH:37]=6)[N:33]=[CH:34][CH:35]=5)=[O:29])=[CH:23][C:22]=4[F:44])[CH:12]=3)=[CH:7][CH2:6]2)[O:4]CC1.